From a dataset of Catalyst prediction with 721,799 reactions and 888 catalyst types from USPTO. Predict which catalyst facilitates the given reaction. (1) Reactant: Br[C:2]1[O:3][C:4]([C:7]2[CH:8]=[C:9]3[C:13](=[CH:14][CH:15]=2)[N:12]([S:16]([C:19]2[CH:25]=[CH:24][C:22]([CH3:23])=[CH:21][CH:20]=2)(=[O:18])=[O:17])[CH:11]=[C:10]3[C:26]2[CH:31]=[N:30][CH:29]=[C:28]([CH:32]3[CH2:34][CH2:33]3)[N:27]=2)=[N:5][N:6]=1.[NH:35]1[CH:39]=[CH:38][C:37](B(O)O)=[N:36]1.C(=O)([O-])[O-].[K+].[K+]. Product: [CH:32]1([C:28]2[N:27]=[C:26]([C:10]3[C:9]4[C:13](=[CH:14][CH:15]=[C:7]([C:4]5[O:3][C:2]([C:37]6[NH:36][N:35]=[CH:39][CH:38]=6)=[N:6][N:5]=5)[CH:8]=4)[N:12]([S:16]([C:19]4[CH:25]=[CH:24][C:22]([CH3:23])=[CH:21][CH:20]=4)(=[O:18])=[O:17])[CH:11]=3)[CH:31]=[N:30][CH:29]=2)[CH2:34][CH2:33]1. The catalyst class is: 70. (2) Reactant: [C:1]([C:3]1([C:6]2[CH:7]=[C:8]([CH:29]=[CH:30][CH:31]=2)[C:9]([NH:11][C:12]2[CH:17]=[CH:16][C:15]([CH3:18])=[C:14]([O:19][C:20]3[CH:25]=[CH:24][C:23]([N+:26]([O-])=O)=[CH:22][CH:21]=3)[CH:13]=2)=[O:10])[CH2:5][CH2:4]1)#[N:2]. Product: [NH2:26][C:23]1[CH:22]=[CH:21][C:20]([O:19][C:14]2[CH:13]=[C:12]([NH:11][C:9](=[O:10])[C:8]3[CH:29]=[CH:30][CH:31]=[C:6]([C:3]4([C:1]#[N:2])[CH2:5][CH2:4]4)[CH:7]=3)[CH:17]=[CH:16][C:15]=2[CH3:18])=[CH:25][CH:24]=1. The catalyst class is: 719.